From a dataset of Catalyst prediction with 721,799 reactions and 888 catalyst types from USPTO. Predict which catalyst facilitates the given reaction. (1) Reactant: [CH3:1][C:2]1[S:6][CH:5]=[C:4]([S:7]([NH2:10])(=[O:9])=[O:8])[CH:3]=1.[C:11]1([O:17]C(Cl)=O)C=CC=CC=1.C(N(CC)CC)C.[NH2:28][C:29]1[N:34]=[C:33]([NH:35][C:36]([NH:38][CH3:39])=[O:37])[CH:32]=[C:31]([Br:40])[CH:30]=1. Product: [Br:40][C:31]1[CH:32]=[C:33]([NH:35][C:36](=[O:37])[NH:38][CH3:39])[N:34]=[C:29]([NH:28][C:11]([NH:10][S:7]([C:4]2[CH:3]=[C:2]([CH3:1])[S:6][CH:5]=2)(=[O:9])=[O:8])=[O:17])[CH:30]=1. The catalyst class is: 10. (2) The catalyst class is: 1. Product: [CH2:37]([O:36][C:34](=[O:35])[CH2:33][O:31][CH:17]([C:8]1[CH:7]=[CH:6][CH:5]=[C:4]([F:3])[C:9]=1[C:10]1[CH:15]=[CH:14][CH:13]=[C:12]([CH3:16])[CH:11]=1)[C@@H:18]1[CH2:23][CH2:22][CH2:21][N:20]([C:24]([O:26][C:27]([CH3:28])([CH3:30])[CH3:29])=[O:25])[CH2:19]1)[CH3:38]. Reactant: [H-].[Na+].[F:3][C:4]1[C:9]([C:10]2[CH:15]=[CH:14][CH:13]=[C:12]([CH3:16])[CH:11]=2)=[C:8]([CH:17]([OH:31])[C@@H:18]2[CH2:23][CH2:22][CH2:21][N:20]([C:24]([O:26][C:27]([CH3:30])([CH3:29])[CH3:28])=[O:25])[CH2:19]2)[CH:7]=[CH:6][CH:5]=1.Br[CH2:33][C:34]([O:36][CH2:37][CH3:38])=[O:35].[NH4+].[Cl-]. (3) Reactant: Br[C:2]1[CH:15]=[CH:14][C:5]([O:6][CH2:7][CH2:8][N:9]2[CH2:13][CH2:12][CH2:11][CH2:10]2)=[CH:4][CH:3]=1.C[Si](C)(C)[O:18][C:19]1[CH:26]=[CH:25][C:22]([CH:23]=O)=[CH:21][CH:20]=1.C([SiH](CC)CC)C.C(O)(C(F)(F)F)=O. Product: [N:9]1([CH2:8][CH2:7][O:6][C:5]2[CH:14]=[CH:15][C:2]([CH2:23][C:22]3[CH:25]=[CH:26][C:19]([OH:18])=[CH:20][CH:21]=3)=[CH:3][CH:4]=2)[CH2:13][CH2:12][CH2:11][CH2:10]1. The catalyst class is: 76.